From a dataset of Forward reaction prediction with 1.9M reactions from USPTO patents (1976-2016). Predict the product of the given reaction. Given the reactants NC1(C2C=CC(C3C(C4C=CC=CC=4)=CC4C(=O)CCCC=4N=3)=CC=2)CCC1.C(OC(=O)[NH:35][C:36]1([C:40]2[CH:45]=[CH:44][C:43]([C:46]3[N:51]=[C:50]4[CH2:52][CH2:53][CH2:54][CH2:55][C:56](=[O:57])[C:49]4=[CH:48][C:47]=3[C:58]3[CH:63]=[CH:62][CH:61]=[CH:60][CH:59]=3)=[CH:42][CH:41]=2)[CH2:39][CH2:38][CH2:37]1)(C)(C)C, predict the reaction product. The product is: [NH2:35][C:36]1([C:40]2[CH:41]=[CH:42][C:43]([C:46]3[N:51]=[C:50]4[CH2:52][CH2:53][CH2:54][CH2:55][C:56](=[O:57])[C:49]4=[CH:48][C:47]=3[C:58]3[CH:59]=[CH:60][CH:61]=[CH:62][CH:63]=3)=[CH:44][CH:45]=2)[CH2:39][CH2:38][CH2:37]1.